From a dataset of Catalyst prediction with 721,799 reactions and 888 catalyst types from USPTO. Predict which catalyst facilitates the given reaction. (1) Reactant: [NH2:1][C:2]1[N:7]=[CH:6][N:5]=[C:4]2[N:8]([C@@H:27]3[CH2:32][CH2:31][CH2:30][N:29](C(OC(C)(C)C)=O)[CH2:28]3)[N:9]=[C:10]([C:11]3[CH:16]=[CH:15][C:14]([O:17][C:18]4[CH:23]=[CH:22][CH:21]=[C:20]([F:24])[C:19]=4[F:25])=[CH:13][C:12]=3[F:26])[C:3]=12. Product: [F:25][C:19]1[C:20]([F:24])=[CH:21][CH:22]=[CH:23][C:18]=1[O:17][C:14]1[CH:15]=[CH:16][C:11]([C:10]2[C:3]3[C:4](=[N:5][CH:6]=[N:7][C:2]=3[NH2:1])[N:8]([C@@H:27]3[CH2:32][CH2:31][CH2:30][NH:29][CH2:28]3)[N:9]=2)=[C:12]([F:26])[CH:13]=1. The catalyst class is: 157. (2) The catalyst class is: 3. Reactant: [Br:1][C:2]1[CH:7]=[CH:6][C:5]([S:8][CH:9]([CH2:13][C:14]2([CH3:17])[CH2:16][CH2:15]2)[C:10]([OH:12])=O)=[CH:4][CH:3]=1.CN(C(O[N:26]1N=[N:33][C:28]2C=CC=N[C:27]1=2)=[N+](C)C)C.F[P-](F)(F)(F)(F)F.Cl.NCC#N.C(N(CC)C(C)C)(C)C. Product: [Br:1][C:2]1[CH:3]=[CH:4][C:5]([S:8][CH:9]([CH2:13][C:14]2([CH3:17])[CH2:16][CH2:15]2)[C:10]([NH:33][CH2:28][C:27]#[N:26])=[O:12])=[CH:6][CH:7]=1.